This data is from Forward reaction prediction with 1.9M reactions from USPTO patents (1976-2016). The task is: Predict the product of the given reaction. Given the reactants Br[CH2:2][C:3]1[N:4]([CH3:28])[C:5]2[C:10]([N:11]=1)=[C:9]([N:12]1[CH2:17][CH2:16][O:15][CH2:14][CH2:13]1)[N:8]=[C:7]([N:18]1[C:22]3[CH:23]=[CH:24][CH:25]=[CH:26][C:21]=3[N:20]=[C:19]1[CH3:27])[N:6]=2.[F:29][C:30]([F:39])([F:38])[CH2:31][N:32]1[CH2:37][CH2:36][NH:35][CH2:34][CH2:33]1, predict the reaction product. The product is: [CH3:28][N:4]1[C:3]([CH2:2][N:35]2[CH2:34][CH2:33][N:32]([CH2:31][C:30]([F:38])([F:39])[F:29])[CH2:37][CH2:36]2)=[N:11][C:10]2[C:5]1=[N:6][C:7]([N:18]1[C:22]3[CH:23]=[CH:24][CH:25]=[CH:26][C:21]=3[N:20]=[C:19]1[CH3:27])=[N:8][C:9]=2[N:12]1[CH2:17][CH2:16][O:15][CH2:14][CH2:13]1.